From a dataset of Drug-target binding data from BindingDB using Ki measurements. Regression. Given a target protein amino acid sequence and a drug SMILES string, predict the binding affinity score between them. We predict pKi (pKi = -log10(Ki in M); higher means stronger inhibition). Dataset: bindingdb_ki. (1) The compound is CCC[C@H](NC(=O)OC(C)(C)C)C(=O)NCC#N. The target protein (P25975) has sequence MNPSFFLTVLCLGVASAAPKLDPNLDAHWHQWKATHRRLYGMNEEEWRRAVWEKNKKIIDLHNQEYSEGKHGFRMAMNAFGDMTNEEFRQVMNGFQNQKHKKGKLFHEPLLVDVPKSVDWTKKGYVTPVKNQGQCGSCWAFSATGALEGQMFRKTGKLVSLSEQNLVDCSRAQGNQGCNGGLMDNAFQYIKDNGGLDSEESYPYLATDTNSCNYKPECSAANDTGFVDIPQREKALMKAVATVGPISVAIDAGHTSFQFYKSGIYYDPDCSSKDLDHGVLVVGYGFEGTDSNNNKFWIVKNSWGPEWGWNGYVKMAKDQNNHCGIATAASYPTV. The pKi is 4.7. (2) The target protein (Q8IV61) has sequence MGSSGLGKAATLDELLCTCIEMFDDNGELDNSYLPRIVLLMHRWYLSSTELAEKLLCMYRNATGESCNEFRLKICYFMRYWILKFPAEFNLDLGLIRMTEEFREVASQLGYEKHVSLIDISSIPSYDWMRRVTQRKKVSKKGKACLLFDHLEPIELAEHLTFLEHKSFRRISFTDYQSYVIHGCLENNPTLERSIALFNGISKWVQLMVLSKPTPQQRAEVITKFINVAKKLLQLKNFNTLMAVVGGLSHSSISRLKETHSHLSSEVTKNWNEMTELVSSNGNYCNYRKAFADCDGFKIPILGVHLKDLIAVHVIFPDWTEENKVNIVKMHQLSVTLSELVSLQNASHHLEPNMDLINLLTLSLDLYHTEDDIYKLSLVLEPRNSKSQPTSPTTPNKPVVPLEWALGVMPKPDPTVINKHIRKLVESVFRNYDHDHDGYISQEDFESIAANFPFLDSFCVLDKDQDGLISKDEMMAYFLRAKSQLHCKMGPGFIHNFQEM.... The drug is COc1ccc(C(=O)OCC2(CO)C/C(=C/c3cccnc3)C(=O)O2)cc1. The pKi is 5.3. (3) The small molecule is Cc1cccc2c1C(=O)N(c1ccnc(Cl)c1)C2=O. The target protein (Q834R3) has sequence MEEAYLALGKKILEEGHFKEDRTGTGTYSLFGYQMRFDLAKGFPLLTTKRVPFGLIKSELLWFLKGDTNIRYLLERNNHIWDEWAFERYVKSADYQGPDMTDFGHRVLQDPAFAEQYKEEHQKFCDAILNDAEFAEKYGELGNIYGAQWRHWETKDGSFIDQLANVIEMIKTNPDSRRLIVSAWNPEDVPSMALPPCHTMFQFYVNEGKLSCQLYQRSADVFLGVPFNIASYALLTHLIAHETGLEVGEFVHTLGDAHLYQNHVEQMQEQLSREVRSFPTLVLNPDKASVFDFDMEDIKVEGYDPHPTIKAPIAV. The pKi is 5.2. (4) The small molecule is CN1CCN(Cc2ccc(NC(=O)Nc3ccc(Oc4ccncc4)cc3)cc2C(F)(F)F)CC1. The target protein sequence is MLEICLKLVGCKSKKGLSSSSSCYLEEALQRPVASDFEPQGLSEAARWNSKENLLAGPSENDPNLFVALYDFVASGDNTLSITKGEKLRVLGYNHNGEWCEAQTKNGQGWVPSNYITPVNSLEKHSWYHGPVSRNAAEYLLSSGINGSFLVRESESSPGQRSISLRYEGRVYHYRINTASDGKLYVSSESRFNTLAELVHHHSTVADGLITTLHYPAPKRNKPTVYGVSPNYDKWEMERTDITMKHKLGGGQFGEVYEGVWKKYSLTVAVKTLKEDTMEVEEFLKEAAVMKEIKHPNLVQLLGVCTREPPFYIITEFMTYGNLLDYLRECNRQEVNAVVLLYMATQISSAMEYLEKKNFIHRDLAARNCLVGENHLVKVADFGLSRLMTGDTYTAHAGAKFPIKWTAPESLAYNKFSIKSDVWAFGVLLWEIATYGMSPYPGIDLSQVYELLEKDYRMERPEGCPEKVYELMRACWQWNPSDRPSFAEIHQAFETMFQES.... The pKi is 9.0. (5) The compound is N=C(N)c1ccc(OCCCCCOc2ccc(C(=N)N)cc2)cc1. The target protein sequence is FDLSLWACIAGTVLLVGLLVYLLNWLNPPRLQMGSMTSTTLYNSMWFVYGSFVQQGGEVPYTTLATRMMMGAWWLFALIVISSYTANLAAFLTISRIESSIQSLQDLSRQTDIPYGTVFDSAVYEHVRVKGMNPFERDSMYSQMWRMINRSNGSENNVQESLEGIQKV. The pKi is 5.0.